This data is from Catalyst prediction with 721,799 reactions and 888 catalyst types from USPTO. The task is: Predict which catalyst facilitates the given reaction. Reactant: C(OC([N:11]1[CH:17]([C:18]2[NH:19][C:20]([C:23]3[CH:35]=[CH:34][C:33]4[C:32]5[C:27](=[CH:28][C:29]([C:36]6[CH:62]=[CH:61][C:39]7[N:40]=[C:41]([CH:43]8[CH:48]9[CH2:49][CH:45]([CH2:46][CH2:47]9)[N:44]8[C:50](=[O:60])[CH:51]([NH:55][C:56]([O:58][CH3:59])=[O:57])[CH:52]([CH3:54])[CH3:53])[NH:42][C:38]=7[CH:37]=6)=[CH:30][CH:31]=5)[C:26]([F:64])([F:63])[C:25]=4[CH:24]=3)=[CH:21][CH:22]=2)[CH2:16][C:13]2([CH2:15][CH2:14]2)[CH2:12]1)=O)C1C=CC=CC=1. Product: [CH3:59][O:58][C:56](=[O:57])[NH:55][CH:51]([C:50]([N:44]1[CH:43]([C:41]2[NH:42][C:38]3[CH:37]=[C:36]([C:29]4[CH:30]=[CH:31][C:32]5[C:33]6[C:25](=[CH:24][C:23]([C:20]7[NH:19][C:18]([CH:17]8[CH2:16][C:13]9([CH2:14][CH2:15]9)[CH2:12][NH:11]8)=[CH:22][CH:21]=7)=[CH:35][CH:34]=6)[C:26]([F:64])([F:63])[C:27]=5[CH:28]=4)[CH:62]=[CH:61][C:39]=3[N:40]=2)[CH:48]2[CH2:49][CH:45]1[CH2:46][CH2:47]2)=[O:60])[CH:52]([CH3:54])[CH3:53]. The catalyst class is: 63.